This data is from Catalyst prediction with 721,799 reactions and 888 catalyst types from USPTO. The task is: Predict which catalyst facilitates the given reaction. Reactant: [C:1]([CH2:3]P(=O)(OCC)OCC)#[N:2].[H-].[Na+].[CH2:14]1[C:18]2=[C:19]3[C:25](=O)[CH2:24][CH2:23][C:20]3=[N:21][CH:22]=[C:17]2[O:16][CH2:15]1. Product: [CH2:14]1[C:18]2=[C:19]3[C:20]([CH2:23][CH2:24]/[C:25]/3=[CH:3]\[C:1]#[N:2])=[N:21][CH:22]=[C:17]2[O:16][CH2:15]1. The catalyst class is: 685.